From a dataset of Merck oncology drug combination screen with 23,052 pairs across 39 cell lines. Regression. Given two drug SMILES strings and cell line genomic features, predict the synergy score measuring deviation from expected non-interaction effect. Drug 1: COc1cccc2c1C(=O)c1c(O)c3c(c(O)c1C2=O)CC(O)(C(=O)CO)CC3OC1CC(N)C(O)C(C)O1. Drug 2: NC1(c2ccc(-c3nc4ccn5c(=O)[nH]nc5c4cc3-c3ccccc3)cc2)CCC1. Cell line: DLD1. Synergy scores: synergy=8.67.